This data is from Catalyst prediction with 721,799 reactions and 888 catalyst types from USPTO. The task is: Predict which catalyst facilitates the given reaction. Reactant: [F:1][C:2]1[C:3]([O:10][CH3:11])=[C:4]([CH2:8]O)[CH:5]=[CH:6][CH:7]=1.S(Cl)([Cl:14])=O. Product: [Cl:14][CH2:8][C:4]1[CH:5]=[CH:6][CH:7]=[C:2]([F:1])[C:3]=1[O:10][CH3:11]. The catalyst class is: 4.